This data is from Reaction yield outcomes from USPTO patents with 853,638 reactions. The task is: Predict the reaction yield, written as a fraction of the theoretical maximum amount of product (1.0 means a 100% yield; for example, 0.34 means a 34% yield). The reactants are C([O:8][C:9]1[C:14](=[O:15])[N:13]=[C:12]([CH2:16][C:17]2([C:22]3[CH:27]=[CH:26][CH:25]=[CH:24][N:23]=3)[CH2:21][CH2:20][CH2:19][CH2:18]2)[N:11]2[CH2:28][CH2:29][N:30]([CH:33]([CH3:35])[CH3:34])[C:31](=[O:32])[C:10]=12)C1C=CC=CC=1.[H][H].CO. The catalyst is C(O)C.ClCCl.[Pd]. The product is [OH:8][C:9]1[C:14](=[O:15])[N:13]=[C:12]([CH2:16][C:17]2([C:22]3[CH:27]=[CH:26][CH:25]=[CH:24][N:23]=3)[CH2:18][CH2:19][CH2:20][CH2:21]2)[N:11]2[CH2:28][CH2:29][N:30]([CH:33]([CH3:35])[CH3:34])[C:31](=[O:32])[C:10]=12. The yield is 0.640.